This data is from NCI-60 drug combinations with 297,098 pairs across 59 cell lines. The task is: Regression. Given two drug SMILES strings and cell line genomic features, predict the synergy score measuring deviation from expected non-interaction effect. (1) Drug 1: CCCS(=O)(=O)NC1=C(C(=C(C=C1)F)C(=O)C2=CNC3=C2C=C(C=N3)C4=CC=C(C=C4)Cl)F. Drug 2: CCCCCOC(=O)NC1=NC(=O)N(C=C1F)C2C(C(C(O2)C)O)O. Cell line: MALME-3M. Synergy scores: CSS=57.5, Synergy_ZIP=8.37, Synergy_Bliss=7.79, Synergy_Loewe=-33.0, Synergy_HSA=6.80. (2) Drug 1: CC12CCC(CC1=CCC3C2CCC4(C3CC=C4C5=CN=CC=C5)C)O. Drug 2: N.N.Cl[Pt+2]Cl. Cell line: HT29. Synergy scores: CSS=9.38, Synergy_ZIP=-1.91, Synergy_Bliss=4.65, Synergy_Loewe=2.50, Synergy_HSA=2.77. (3) Drug 1: CC1=C(N=C(N=C1N)C(CC(=O)N)NCC(C(=O)N)N)C(=O)NC(C(C2=CN=CN2)OC3C(C(C(C(O3)CO)O)O)OC4C(C(C(C(O4)CO)O)OC(=O)N)O)C(=O)NC(C)C(C(C)C(=O)NC(C(C)O)C(=O)NCCC5=NC(=CS5)C6=NC(=CS6)C(=O)NCCC[S+](C)C)O. Drug 2: CC(C)CN1C=NC2=C1C3=CC=CC=C3N=C2N. Cell line: NCI-H460. Synergy scores: CSS=68.6, Synergy_ZIP=5.19, Synergy_Bliss=5.13, Synergy_Loewe=2.04, Synergy_HSA=5.34. (4) Drug 1: C1=CC(=C2C(=C1NCCNCCO)C(=O)C3=C(C=CC(=C3C2=O)O)O)NCCNCCO. Drug 2: C(CN)CNCCSP(=O)(O)O. Cell line: SF-268. Synergy scores: CSS=60.9, Synergy_ZIP=2.57, Synergy_Bliss=5.35, Synergy_Loewe=-63.5, Synergy_HSA=5.03. (5) Drug 1: CC12CCC(CC1=CCC3C2CCC4(C3CC=C4C5=CN=CC=C5)C)O. Drug 2: CNC(=O)C1=NC=CC(=C1)OC2=CC=C(C=C2)NC(=O)NC3=CC(=C(C=C3)Cl)C(F)(F)F. Cell line: SK-MEL-28. Synergy scores: CSS=1.54, Synergy_ZIP=-5.48, Synergy_Bliss=-7.27, Synergy_Loewe=-13.4, Synergy_HSA=-10.2.